This data is from Reaction yield outcomes from USPTO patents with 853,638 reactions. The task is: Predict the reaction yield, written as a fraction of the theoretical maximum amount of product (1.0 means a 100% yield; for example, 0.34 means a 34% yield). (1) The reactants are [CH2:1]([O:8][C:9]1[C:14]2[CH:15]=[C:16]([C:18]3[N:19]=[C:20]4[N:24]([CH:25]=3)[N:23]=[C:22](Br)[S:21]4)[O:17][C:13]=2[CH:12]=[C:11]([Cl:27])[CH:10]=1)[C:2]1[CH:7]=[CH:6][CH:5]=[CH:4][CH:3]=1.C(Cl)Cl.[CH3:31][OH:32].C[O-].[Na+]. The catalyst is CCOC(C)=O. The product is [CH2:1]([O:8][C:9]1[C:14]2[CH:15]=[C:16]([C:18]3[N:19]=[C:20]4[N:24]([CH:25]=3)[N:23]=[C:22]([O:32][CH3:31])[S:21]4)[O:17][C:13]=2[CH:12]=[C:11]([Cl:27])[CH:10]=1)[C:2]1[CH:7]=[CH:6][CH:5]=[CH:4][CH:3]=1. The yield is 0.810. (2) The reactants are [F:1][C:2]([F:22])([F:21])[C:3]1[CH:4]=[CH:5][C:6]([N:9]2[CH:13]=[C:12]([CH2:14][CH2:15][CH2:16][OH:17])[C:11]([CH:18]([CH3:20])[CH3:19])=[N:10]2)=[N:7][CH:8]=1.O[C:24]1[CH:29]=[CH:28][C:27]([CH2:30][CH2:31][C:32]([O:34]CC)=[O:33])=[CH:26][C:25]=1[O:37][CH3:38].C(P(CCCC)CCCC)CCC.N(C(N1CCCCC1)=O)=NC(N1CCCCC1)=O. The catalyst is O1CCCC1. The product is [CH3:38][O:37][C:25]1[CH:26]=[C:27]([CH2:30][CH2:31][C:32]([OH:34])=[O:33])[CH:28]=[CH:29][C:24]=1[O:17][CH2:16][CH2:15][CH2:14][C:12]1[C:11]([CH:18]([CH3:19])[CH3:20])=[N:10][N:9]([C:6]2[CH:5]=[CH:4][C:3]([C:2]([F:1])([F:21])[F:22])=[CH:8][N:7]=2)[CH:13]=1. The yield is 0.350.